This data is from Catalyst prediction with 721,799 reactions and 888 catalyst types from USPTO. The task is: Predict which catalyst facilitates the given reaction. (1) Reactant: [NH2:1][C:2]1[CH:3]=[C:4]([S:8]([N:11]2[C@@H:16]([CH3:17])[CH2:15][N:14]([CH2:18][C:19]([NH:21][C:22]3[CH:27]=[CH:26][CH:25]=[CH:24][C:23]=3[CH3:28])=[O:20])[CH2:13][C@H:12]2[CH3:29])(=[O:10])=[O:9])[CH:5]=[CH:6][CH:7]=1.C(N(CC)C(C)C)(C)C.[C:39](Cl)(=[O:41])[CH3:40]. Product: [C:39]([NH:1][C:2]1[CH:3]=[C:4]([S:8]([N:11]2[C@@H:16]([CH3:17])[CH2:15][N:14]([CH2:18][C:19]([NH:21][C:22]3[CH:27]=[CH:26][CH:25]=[CH:24][C:23]=3[CH3:28])=[O:20])[CH2:13][C@H:12]2[CH3:29])(=[O:9])=[O:10])[CH:5]=[CH:6][CH:7]=1)(=[O:41])[CH3:40]. The catalyst class is: 4. (2) Reactant: [N:1]([CH2:4][C@H:5]([NH:19][C:20](=[O:29])[C@H:21]([C:23]1[CH:28]=[CH:27][CH:26]=[CH:25][CH:24]=1)[CH3:22])[C:6]1[CH:11]=[CH:10][C:9]([O:12][CH2:13][CH:14]([CH3:18])[CH2:15][CH2:16][CH3:17])=[CH:8][CH:7]=1)=[N+]=[N-]. Product: [NH2:1][CH2:4][C@H:5]([NH:19][C:20](=[O:29])[C@H:21]([C:23]1[CH:24]=[CH:25][CH:26]=[CH:27][CH:28]=1)[CH3:22])[C:6]1[CH:7]=[CH:8][C:9]([O:12][CH2:13][CH:14]([CH3:18])[CH2:15][CH2:16][CH3:17])=[CH:10][CH:11]=1. The catalyst class is: 29. (3) Reactant: Br[C:2]1[CH:3]=[C:4]([OH:12])[CH:5]=[C:6]([C:8]([CH3:11])([CH3:10])[CH3:9])[CH:7]=1.[C:13]([Cu])#[N:14].C(OCC)(=O)C.O. Product: [C:8]([C:6]1[CH:7]=[C:2]([CH:3]=[C:4]([OH:12])[CH:5]=1)[C:13]#[N:14])([CH3:11])([CH3:10])[CH3:9]. The catalyst class is: 3. (4) Reactant: CO[C:3]1[CH:8]=[CH:7][CH:6]=[CH:5][C:4]=1OC.BrCC1C=C(OC)C(OC)=CC=1CBr.C=O.[Na].CC1C=C[C:32]([S:35](N)(=O)=O)=CC=1.[O-]CC.[Na+].C1(O)C=CC=CC=1.C(O)(=O)CC.[CH2:55]1C2C(CC=CC=2)[CH2:57][NH:56]1.FC(F)(F)C(O)=O.C1C2C(CC=CC=2)C[NH:72]1.S(Cl)(Cl)(=O)=O.C(Cl)(Cl)=S.C(N1C=CN=C1)(N1C=CN=C1)=S. Product: [CH2:55]1[C:4]2[C:3](=[CH:8][CH:7]=[CH:6][CH:5]=2)[CH2:57][N:56]1[C:32](=[S:35])[NH2:72]. The catalyst class is: 201. (5) Reactant: [F:1][C:2]1[CH:3]=[C:4]2[C:8](=[CH:9][C:10]=1[C:11]1[CH:16]=[CH:15][N:14]=[C:13]([C@H:17]3[CH2:21][CH2:20][C@@:19]4([CH2:25][CH2:24][N:23]([CH3:26])[C:22]4=[O:27])[NH:18]3)[CH:12]=1)[NH:7][N:6]=[CH:5]2.N(C(OC(C)(C)C)=O)=NC(O[C:33](C)(C)[CH3:34])=O.C(O)C.C1(P(C2C=CC=CC=2)C2C=CC=CC=2)C=CC=CC=1. Product: [CH2:33]([N:7]1[C:8]2[C:4](=[CH:3][C:2]([F:1])=[C:10]([C:11]3[CH:16]=[CH:15][N:14]=[C:13]([C@H:17]4[CH2:21][CH2:20][C@@:19]5([CH2:25][CH2:24][N:23]([CH3:26])[C:22]5=[O:27])[NH:18]4)[CH:12]=3)[CH:9]=2)[CH:5]=[N:6]1)[CH3:34]. The catalyst class is: 1.